From a dataset of Catalyst prediction with 721,799 reactions and 888 catalyst types from USPTO. Predict which catalyst facilitates the given reaction. (1) Reactant: [CH2:1]1[CH:5]2[CH2:6][CH2:7][CH2:8][CH:4]2[CH2:3][N:2]1[C:9]([O:11][C:12]1[CH:13]=[C:14]2[C:17](=[CH:18][CH:19]=1)[CH:16]([CH2:20][N:21](C(OC(C)(C)C)=O)[CH2:22][CH2:23][C:24]([N:26]1[CH2:32][CH2:31][C:30]3[CH:33]=[C:34]([O:39][CH3:40])[C:35]([O:37][CH3:38])=[CH:36][C:29]=3[CH2:28][CH2:27]1)=[O:25])[CH2:15]2)=[O:10]. Product: [CH2:1]1[CH:5]2[CH2:6][CH2:7][CH2:8][CH:4]2[CH2:3][N:2]1[C:9]([O:11][C:12]1[CH:13]=[C:14]2[C:17](=[CH:18][CH:19]=1)[CH:16]([CH2:20][NH:21][CH2:22][CH2:23][C:24]([N:26]1[CH2:32][CH2:31][C:30]3[CH:33]=[C:34]([O:39][CH3:40])[C:35]([O:37][CH3:38])=[CH:36][C:29]=3[CH2:28][CH2:27]1)=[O:25])[CH2:15]2)=[O:10]. The catalyst class is: 361. (2) Reactant: CC(C)([O-])C.[Li+].[Cl:7][C:8]1[CH:13]=[CH:12][C:11]([Cl:14])=[CH:10][C:9]=1[N+:15]([O-:17])=[O:16].Cl[CH2:19][C:20]([O:22][C:23]([CH3:26])([CH3:25])[CH3:24])=[O:21]. Product: [C:23]([O:22][C:20](=[O:21])[CH2:19][C:13]1[CH:12]=[C:11]([Cl:14])[CH:10]=[C:9]([N+:15]([O-:17])=[O:16])[C:8]=1[Cl:7])([CH3:26])([CH3:25])[CH3:24]. The catalyst class is: 44. (3) Product: [F:30][C:25]1[CH:24]=[C:23]([NH:22][C:11](=[O:13])[CH2:10][C:9]([NH:8][C:5]2[CH:4]=[CH:3][C:2]([F:1])=[CH:7][CH:6]=2)=[O:14])[CH:28]=[CH:27][C:26]=1[OH:29]. The catalyst class is: 9. Reactant: [F:1][C:2]1[CH:7]=[CH:6][C:5]([NH:8][C:9](=[O:14])[CH2:10][C:11]([OH:13])=O)=[CH:4][CH:3]=1.C(N(CC)CC)C.[NH2:22][C:23]1[CH:28]=[CH:27][C:26]([OH:29])=[C:25]([F:30])[CH:24]=1.CN([P+](ON1N=NC2C=CC=CC1=2)(N(C)C)N(C)C)C.F[P-](F)(F)(F)(F)F. (4) Reactant: [N:1]([C:4]1[C:13]([C:14]2[CH:19]=[CH:18][C:17]([C:20]([O:22][CH3:23])=[O:21])=[CH:16][CH:15]=2)=[N:12][C:11]([C:24]2[CH:29]=[CH:28][C:27]([O:30][CH3:31])=[C:26]([F:32])[CH:25]=2)=[CH:10][C:5]=1[C:6]([O:8][CH3:9])=[O:7])=[N+]=[N-]. Product: [F:32][C:26]1[CH:25]=[C:24]([C:11]2[CH:10]=[C:5]([C:6]([O:8][CH3:9])=[O:7])[C:4]3[NH:1][C:15]4[CH:16]=[C:17]([C:20]([O:22][CH3:23])=[O:21])[CH:18]=[CH:19][C:14]=4[C:13]=3[N:12]=2)[CH:29]=[CH:28][C:27]=1[O:30][CH3:31]. The catalyst class is: 262. (5) Reactant: Cl[C:2]1[C:3]2[CH:10]=[CH:9][NH:8][C:4]=2[N:5]=[CH:6][N:7]=1.CCN(CC)CC.[C:18]([O:22][C:23]([N:25]1[CH2:32][CH2:31][NH:30][CH2:29][C:26]21[CH2:28][CH2:27]2)=[O:24])([CH3:21])([CH3:20])[CH3:19]. Product: [C:18]([O:22][C:23]([N:25]1[CH2:32][CH2:31][N:30]([C:2]2[C:3]3[CH:10]=[CH:9][NH:8][C:4]=3[N:5]=[CH:6][N:7]=2)[CH2:29][C:26]21[CH2:27][CH2:28]2)=[O:24])([CH3:21])([CH3:19])[CH3:20]. The catalyst class is: 3.